The task is: Predict the product of the given reaction.. This data is from Forward reaction prediction with 1.9M reactions from USPTO patents (1976-2016). Given the reactants [C:1]([C:9]1[CH:36]=[CH:35][C:12]2[N:13]([CH2:17][CH2:18][O:19][C:20]3[CH:25]=[CH:24][C:23]([CH2:26][CH:27]([O:32][CH2:33][CH3:34])[C:28]([O:30][CH3:31])=[O:29])=[CH:22][CH:21]=3)[C:14](=[O:16])[S:15][C:11]=2[CH:10]=1)(=O)[C:2]1[CH:7]=[CH:6][CH:5]=[CH:4][CH:3]=1.[C:37]([O:41][NH2:42])([CH3:40])([CH3:39])[CH3:38], predict the reaction product. The product is: [C:37]([O:41][N:42]=[C:1]([C:2]1[CH:7]=[CH:6][CH:5]=[CH:4][CH:3]=1)[C:9]1[CH:36]=[CH:35][C:12]2[N:13]([CH2:17][CH2:18][O:19][C:20]3[CH:21]=[CH:22][C:23]([CH2:26][CH:27]([O:32][CH2:33][CH3:34])[C:28]([O:30][CH3:31])=[O:29])=[CH:24][CH:25]=3)[C:14](=[O:16])[S:15][C:11]=2[CH:10]=1)([CH3:40])([CH3:39])[CH3:38].